Dataset: Full USPTO retrosynthesis dataset with 1.9M reactions from patents (1976-2016). Task: Predict the reactants needed to synthesize the given product. (1) The reactants are: [CH2:1]([O:3][C:4](=[O:20])[C:5]1[CH:10]=[CH:9][C:8]([N:11]=[CH:12][C:13]2[CH:14]=[N:15][CH:16]=[C:17]([Br:19])[CH:18]=2)=[CH:7][CH:6]=1)[CH3:2].[CH:21](=[O:25])[CH:22]([CH3:24])[CH3:23].O. Given the product [CH2:1]([O:3][C:4]([C:5]1[CH:10]=[C:9]2[C:8](=[CH:7][CH:6]=1)[NH:11][CH:12]([C:13]1[CH:14]=[N:15][CH:16]=[C:17]([Br:19])[CH:18]=1)[C:22]([CH3:24])([CH3:23])[CH:21]2[OH:25])=[O:20])[CH3:2], predict the reactants needed to synthesize it. (2) Given the product [NH:58]1[C:57]2[CH:67]=[CH:68][CH:69]=[CH:70][C:56]=2[N:55]=[C:54]1[C:52]1[O:53][C:49]2[CH:48]=[C:47]([C:81]3[CH:82]=[N:83][CH:84]=[C:85]([CH:88]=3)[C:86]#[N:87])[CH:72]=[CH:71][C:50]=2[N:51]=1, predict the reactants needed to synthesize it. The reactants are: C1(P(C2CCCCC2)C2C=CC=CC=2C2C(C(C)C)=CC(C(C)C)=CC=2C(C)C)CCCCC1.C([O-])(=O)C.[K+].B(O)(O)B(O)O.Br[C:47]1[CH:72]=[CH:71][C:50]2[N:51]=[C:52]([C:54]3[N:58](COCC[Si](C)(C)C)[C:57]4[CH:67]=[CH:68][CH:69]=[CH:70][C:56]=4[N:55]=3)[O:53][C:49]=2[CH:48]=1.C(=O)([O-])[O-].[K+].[K+].O.Br[C:81]1[CH:82]=[N:83][CH:84]=[C:85]([CH:88]=1)[C:86]#[N:87]. (3) Given the product [CH3:31][O:32][C:33]1[CH:38]=[C:37]([O:39][CH3:40])[CH:36]=[CH:35][C:34]=1[S:41]([NH:44][C:45]1[CH:50]=[CH:49][C:48]([C:51]2[S:55][C:54]([CH2:56][CH2:57][CH2:58][C:59]([OH:61])=[O:60])=[N:53][CH:52]=2)=[CH:47][CH:46]=1)(=[O:42])=[O:43], predict the reactants needed to synthesize it. The reactants are: COC1C=C(OC)C=CC=1S(NC1C=CC(C2SC(CCC(O)=O)=NC=2)=CC=1)(=O)=O.[CH3:31][O:32][C:33]1[CH:38]=[C:37]([O:39][CH3:40])[CH:36]=[CH:35][C:34]=1[S:41]([NH:44][C:45]1[CH:50]=[CH:49][C:48]([C:51]2[S:55][C:54]([CH2:56][CH2:57][CH2:58][C:59]([O:61]C)=[O:60])=[N:53][CH:52]=2)=[CH:47][CH:46]=1)(=[O:43])=[O:42].